From a dataset of PAMPA permeability data for FDA-approved drugs from NCATS. Regression/Classification. Given a drug SMILES string, predict its absorption, distribution, metabolism, or excretion properties. Task type varies by dataset: regression for continuous measurements (e.g., permeability, clearance, half-life) or binary classification for categorical outcomes (e.g., BBB penetration, CYP inhibition). Dataset: approved_pampa_ncats. (1) The result is 0 (low-to-moderate permeability). The molecule is Cc1cc(/C=C/C#N)cc(C)c1Nc1ccnc(Nc2ccc(C#N)cc2)n1. (2) The drug is CC1=CN=C(C(=C1OC)C)CS(=O)C2=NC3=C(N2)C=CC(=N3)OC. The result is 1 (high permeability). (3) The drug is C[C@H]1CC=CC=CC=CC=C[C@@H](O[C@@H]2O[C@@H](C)[C@@H](O)[C@@H](N)[C@H]2O)C[C@@H]2O[C@](O)(C[C@@H](O)C[C@H]3O[C@@H]3C=CC(=O)O1)C[C@@H](O)[C@H]2C(=O)O. The result is 1 (high permeability). (4) The compound is CNCc1ccc(-c2[nH]c3cc(F)cc4c3c2CCNC4=O)cc1. The result is 1 (high permeability). (5) The result is 1 (high permeability). The compound is CO[C@H]1[C@H]([C@@]2(C)O[C@@H]2CC=C(C)C)[C@]2(CC[C@H]1OC(=O)/C=C/C=C/C=C/C=C/C(=O)O)CO2. (6) The molecule is CCN1CCN(Cc2ccc(Nc3ncc(F)c(-c4cc(F)c5nc(C)n(C(C)C)c5c4)n3)nc2)CC1. The result is 0 (low-to-moderate permeability). (7) The compound is C=CC[N@@+]12CC[C@]34c5ccccc5N5C=C6C7N(C=C(C53)[C@@H](C[C@@H]41)C(=CCO)C2)c1ccccc1[C@@]71CC[N@@+]2(CC=C)CC(=CCO)[C@@H]6C[C@@H]12. The result is 1 (high permeability). (8) The compound is CCCc1nn(C)c2c(=O)[nH]c(-c3cc(S(=O)(=O)N4CCN(C)CC4)ccc3OCC)nc12. The result is 0 (low-to-moderate permeability). (9) The molecule is CC1=C(N=C(N=C1N)C(CC(=O)N)NCC(C(=O)N)N)C(=O)NC(C(C2=CN=CN2)O[C@H]3[C@H]([C@H]([C@@H]([C@@H](O3)CO)O)O)O[C@@H]4[C@H]([C@H]([C@@H]([C@H](O4)CO)O)OC(=O)N)O)C(=O)NC(C)C(C(C)C(=O)NC(C(C)O)C(=O)NCCC5=NC(=CS5)C6=NC(=CS6)C(=O)NCCCN[C@@H](C)C7=CC=CC=C7)O. The result is 1 (high permeability).